This data is from Peptide-MHC class I binding affinity with 185,985 pairs from IEDB/IMGT. The task is: Regression. Given a peptide amino acid sequence and an MHC pseudo amino acid sequence, predict their binding affinity value. This is MHC class I binding data. (1) The peptide sequence is GRNSFEVRV. The MHC is HLA-A03:01 with pseudo-sequence HLA-A03:01. The binding affinity (normalized) is 0.0847. (2) The peptide sequence is NLVPMVATV. The MHC is HLA-A24:02 with pseudo-sequence HLA-A24:02. The binding affinity (normalized) is 0. (3) The peptide sequence is LQPSDTLLF. The MHC is HLA-B39:01 with pseudo-sequence HLA-B39:01. The binding affinity (normalized) is 0.0847.